From a dataset of Forward reaction prediction with 1.9M reactions from USPTO patents (1976-2016). Predict the product of the given reaction. Given the reactants Cl.[CH3:2][O:3][CH2:4][CH2:5][C:6](=[NH:8])[NH2:7].C[O-].[Na+].[C:12]([C:14]1[CH:19]=[CH:18][CH:17]=[CH:16][C:15]=1[C:20]1[CH:25]=[CH:24][C:23]([CH2:26][CH:27]([C:32](=O)[CH2:33][CH2:34][CH2:35][CH3:36])[C:28](OC)=[O:29])=[CH:22][CH:21]=1)#[N:13], predict the reaction product. The product is: [CH2:33]([C:32]1[N:8]=[C:6]([CH2:5][CH2:4][O:3][CH3:2])[NH:7][C:28](=[O:29])[C:27]=1[CH2:26][C:23]1[CH:22]=[CH:21][C:20]([C:15]2[C:14]([C:12]#[N:13])=[CH:19][CH:18]=[CH:17][CH:16]=2)=[CH:25][CH:24]=1)[CH2:34][CH2:35][CH3:36].